Dataset: hERG Central: cardiac toxicity at 1µM, 10µM, and general inhibition. Task: Predict hERG channel inhibition at various concentrations. (1) The molecule is CCc1c(C)nc2ncnn2c1N1CCC(C(=O)N2CCN(c3ccc(F)cc3)CC2)CC1. Results: hERG_inhib (hERG inhibition (general)): blocker. (2) The molecule is O=C(O)C(=O)O.O=C(c1ccc([N+](=O)[O-])cc1)N1CCN(Cc2ccccc2[N+](=O)[O-])CC1. Results: hERG_inhib (hERG inhibition (general)): blocker. (3) Results: hERG_inhib (hERG inhibition (general)): blocker. The molecule is Cc1cccc(CSCc2ccc(C(=O)NC3CCCC3)o2)c1. (4) The molecule is COc1cc2c(cc1OC)CN(C(=O)/C=C/c1ccc([N+](=O)[O-])cc1)CC2. Results: hERG_inhib (hERG inhibition (general)): blocker. (5) The molecule is O=C(CN1CCCCC1)Nc1ccc(N2CCCCCC2)cc1.O=C(O)C(=O)O. Results: hERG_inhib (hERG inhibition (general)): blocker.